This data is from Reaction yield outcomes from USPTO patents with 853,638 reactions. The task is: Predict the reaction yield, written as a fraction of the theoretical maximum amount of product (1.0 means a 100% yield; for example, 0.34 means a 34% yield). The reactants are [C:1]([C:3]1[S:7][C:6]([CH:8]([OH:10])[CH3:9])=[CH:5][CH:4]=1)#[N:2].[H-].[Al+3].[Li+].[H-].[H-].[H-]. The catalyst is O1CCCC1. The product is [NH2:2][CH2:1][C:3]1[S:7][C:6]([CH:8]([OH:10])[CH3:9])=[CH:5][CH:4]=1. The yield is 0.760.